From a dataset of Forward reaction prediction with 1.9M reactions from USPTO patents (1976-2016). Predict the product of the given reaction. (1) Given the reactants [Br:1][C:2]1[CH:3]=[C:4]2[C:9](=[CH:10][CH:11]=1)[N:8]=[CH:7][C:6]([N+:12]([O-:14])=[O:13])=[C:5]2Cl.[NH2:16][C:17]1[CH:18]=[CH:19][C:20]([C:23]([CH3:27])([CH3:26])[C:24]#[N:25])=[N:21][CH:22]=1.O, predict the reaction product. The product is: [Br:1][C:2]1[CH:3]=[C:4]2[C:9](=[CH:10][CH:11]=1)[N:8]=[CH:7][C:6]([N+:12]([O-:14])=[O:13])=[C:5]2[NH:16][C:17]1[CH:18]=[CH:19][C:20]([C:23]([CH3:27])([CH3:26])[C:24]#[N:25])=[N:21][CH:22]=1. (2) Given the reactants [NH2:1][CH:2]([C:10]1[C:11]([O:18][CH3:19])=[N:12][CH:13]=[CH:14][C:15]=1[O:16][CH3:17])[CH2:3][CH:4]([CH3:9])[C:5]([O:7]C)=O.[CH3:20][C:21]1[S:22][CH:23]=[C:24]([C:26]2[CH:27]=[C:28]([CH:31]=[CH:32][CH:33]=2)[CH:29]=O)[N:25]=1, predict the reaction product. The product is: [CH3:19][O:18][C:11]1[C:10]([CH:2]2[N:1]([CH2:29][C:28]3[CH:31]=[CH:32][CH:33]=[C:26]([C:24]4[N:25]=[C:21]([CH3:20])[S:22][CH:23]=4)[CH:27]=3)[C:5](=[O:7])[CH:4]([CH3:9])[CH2:3]2)=[C:15]([O:16][CH3:17])[CH:14]=[CH:13][N:12]=1.